Dataset: Forward reaction prediction with 1.9M reactions from USPTO patents (1976-2016). Task: Predict the product of the given reaction. (1) Given the reactants [OH:1][C:2]1[C:14]2[CH:15]=[C:16]([CH3:19])[CH:17]=[CH:18][C:13]=2[C:12]2[C:11]3[CH:10]=[CH:9][C:8]([CH3:20])=[CH:7][C:6]=3[CH:5]([C:21]([OH:23])=[O:22])[C:4]=2[CH:3]=1.[CH3:24]O, predict the reaction product. The product is: [OH:1][C:2]1[C:14]2[CH:15]=[C:16]([CH3:19])[CH:17]=[CH:18][C:13]=2[C:12]2[C:11]3[CH:10]=[CH:9][C:8]([CH3:20])=[CH:7][C:6]=3[CH:5]([C:21]([O:23][CH3:24])=[O:22])[C:4]=2[CH:3]=1. (2) Given the reactants C([O-])=O.[NH4+].[C:5]([N:8]([C:12]1[CH:17]=[CH:16][C:15]([N:18]2[CH2:21][CH:20]([N:22](CC3C=CC=CC=3)[CH2:23][C@H:24]([OH:41])[CH2:25][O:26][C:27]3[CH:32]=[CH:31][C:30]([O:33]CC4C=CC=CC=4)=[CH:29][CH:28]=3)[CH2:19]2)=[CH:14][CH:13]=1)[C:9](=[O:11])[CH3:10])(=[O:7])[CH3:6], predict the reaction product. The product is: [C:5]([N:8]([C:12]1[CH:13]=[CH:14][C:15]([N:18]2[CH2:19][CH:20]([NH:22][CH2:23][C@H:24]([OH:41])[CH2:25][O:26][C:27]3[CH:28]=[CH:29][C:30]([OH:33])=[CH:31][CH:32]=3)[CH2:21]2)=[CH:16][CH:17]=1)[C:9](=[O:11])[CH3:10])(=[O:7])[CH3:6]. (3) Given the reactants [H-].[Na+].[NH:3]([C:7]1[CH:12]=[CH:11][C:10]([OH:13])=[CH:9][CH:8]=1)[C:4]([CH3:6])=[O:5].[N+:14]([O:17][CH2:18][CH2:19][CH2:20][C:21](Cl)=[O:22])([O-:16])=[O:15], predict the reaction product. The product is: [N+:14]([O:17][CH2:18][CH2:19][CH2:20][C:21]([O:13][C:10]1[CH:11]=[CH:12][C:7]([NH:3][C:4](=[O:5])[CH3:6])=[CH:8][CH:9]=1)=[O:22])([O-:16])=[O:15]. (4) Given the reactants [Cl:1][C:2]1[CH:27]=[CH:26][C:5]([O:6][C:7]2[CH:12]=[CH:11][CH:10]=[CH:9][C:8]=2[NH:13][S:14]([C:17]2[CH:25]=[CH:24][C:20]([C:21]([OH:23])=O)=[CH:19][CH:18]=2)(=[O:16])=[O:15])=[CH:4][CH:3]=1.[NH:28]1[CH2:33][CH2:32][CH:31]([CH2:34][C:35]2[CH:43]=[CH:42][C:38]([C:39]([NH2:41])=[NH:40])=[CH:37][CH:36]=2)[CH2:30][CH2:29]1, predict the reaction product. The product is: [Cl:1][C:2]1[CH:27]=[CH:26][C:5]([O:6][C:7]2[CH:12]=[CH:11][CH:10]=[CH:9][C:8]=2[NH:13][S:14]([C:17]2[CH:18]=[CH:19][C:20]([C:21]([N:28]3[CH2:33][CH2:32][CH:31]([CH2:34][C:35]4[CH:43]=[CH:42][C:38]([C:39]([NH2:41])=[NH:40])=[CH:37][CH:36]=4)[CH2:30][CH2:29]3)=[O:23])=[CH:24][CH:25]=2)(=[O:15])=[O:16])=[CH:4][CH:3]=1. (5) Given the reactants [F:1][C:2]1[CH:14]=[CH:13][C:5]2[S:6][CH:7]=[C:8]([CH2:9][CH:10]([CH3:12])[CH3:11])[C:4]=2[CH:3]=1.[Cl:15][S:16](O)(=[O:18])=[O:17], predict the reaction product. The product is: [F:1][C:2]1[CH:14]=[CH:13][C:5]2[S:6][C:7]([S:16]([Cl:15])(=[O:18])=[O:17])=[C:8]([CH2:9][CH:10]([CH3:11])[CH3:12])[C:4]=2[CH:3]=1.